Predict the reaction yield, written as a fraction of the theoretical maximum amount of product (1.0 means a 100% yield; for example, 0.34 means a 34% yield). From a dataset of Reaction yield outcomes from USPTO patents with 853,638 reactions. (1) The reactants are [N+:1]1([O-])[CH:6]=[CH:5][CH:4]=[C:3]2[CH2:7][CH2:8][CH2:9][C:2]=12.O=P(Cl)(Cl)[Cl:13]. No catalyst specified. The product is [Cl:13][C:4]1[CH:5]=[CH:6][N:1]=[C:2]2[CH2:9][CH2:8][CH2:7][C:3]=12. The yield is 0.930. (2) The reactants are [NH:1]1[CH2:6][CH2:5][CH2:4][C@@H:3]([NH:7][C:8](=[O:14])[O:9][C:10]([CH3:13])([CH3:12])[CH3:11])[CH2:2]1.C([O-])([O-])=O.[Na+].[Na+].Br[CH2:22][CH2:23][OH:24]. The catalyst is C(#N)C. The product is [OH:24][CH2:23][CH2:22][N:1]1[CH2:6][CH2:5][CH2:4][C@@H:3]([NH:7][C:8](=[O:14])[O:9][C:10]([CH3:11])([CH3:13])[CH3:12])[CH2:2]1. The yield is 0.920. (3) The reactants are [F:1][C:2]1[C:3]([CH3:19])=[C:4]([NH:8][C:9](=[O:18])/[CH:10]=[CH:11]/C2C=CC=CC=2)[CH:5]=[CH:6][CH:7]=1.[Cl-].[Cl-].[Cl-].[Al+3]. The catalyst is ClC1C=CC=CC=1. The product is [F:1][C:2]1[C:3]([CH3:19])=[C:4]2[C:5]([CH:11]=[CH:10][C:9](=[O:18])[NH:8]2)=[CH:6][CH:7]=1. The yield is 0.790. (4) The reactants are [C:1]([N:5]1[C:9]([NH2:10])=[CH:8][C:7]([CH:11]2[CH2:14][CH2:13][CH2:12]2)=[N:6]1)([CH3:4])([CH3:3])[CH3:2].C([O:17][C:18](=O)[CH2:19][C:20](=O)[C:21]1[CH:26]=[CH:25][CH:24]=[CH:23][CH:22]=1)C. The catalyst is CC(O)=O. The product is [C:1]([N:5]1[C:9]2[NH:10][C:18](=[O:17])[CH:19]=[C:20]([C:21]3[CH:26]=[CH:25][CH:24]=[CH:23][CH:22]=3)[C:8]=2[C:7]([CH:11]2[CH2:14][CH2:13][CH2:12]2)=[N:6]1)([CH3:4])([CH3:2])[CH3:3]. The yield is 0.150.